From a dataset of Catalyst prediction with 721,799 reactions and 888 catalyst types from USPTO. Predict which catalyst facilitates the given reaction. (1) The catalyst class is: 347. Reactant: [Br:1][C:2]1[CH:7]=[C:6]([O:8][CH2:9][CH2:10][CH2:11][N:12]2[CH2:17][CH2:16][CH2:15][CH2:14][CH2:13]2)[CH:5]=[CH:4][C:3]=1[N:18]1[CH2:23][CH2:22][NH:21][CH2:20][CH2:19]1.[C:24]1([C:34](Cl)=[O:35])[C:33]2[C:28](=[CH:29][CH:30]=[CH:31][CH:32]=2)[CH:27]=[CH:26][CH:25]=1. Product: [Br:1][C:2]1[CH:7]=[C:6]([O:8][CH2:9][CH2:10][CH2:11][N:12]2[CH2:13][CH2:14][CH2:15][CH2:16][CH2:17]2)[CH:5]=[CH:4][C:3]=1[N:18]1[CH2:19][CH2:20][N:21]([C:34]([C:24]2[C:33]3[C:28](=[CH:29][CH:30]=[CH:31][CH:32]=3)[CH:27]=[CH:26][CH:25]=2)=[O:35])[CH2:22][CH2:23]1. (2) Reactant: [C:1]([O:5][C:6](=[O:26])[NH:7][C@H:8]([C:10](=O)[NH:11][C:12]1[C:17]([NH:18][C:19]2[CH:24]=[CH:23][CH:22]=[CH:21][CH:20]=2)=[CH:16][CH:15]=[CH:14][N:13]=1)[CH3:9])([CH3:4])([CH3:3])[CH3:2]. Product: [C:1]([O:5][C:6](=[O:26])[NH:7][C@H:8]([C:10]1[N:18]([C:19]2[CH:24]=[CH:23][CH:22]=[CH:21][CH:20]=2)[C:17]2[C:12]([N:11]=1)=[N:13][CH:14]=[CH:15][CH:16]=2)[CH3:9])([CH3:4])([CH3:3])[CH3:2]. The catalyst class is: 52. (3) Reactant: [CH3:1][C:2]12[CH2:12][CH:11]1[C:10]1[C:9]([O:13][CH2:14][O:15][CH3:16])=[CH:8][CH:7]=[CH:6][C:5]=1[O:4][C:3]2=[O:17].[H-].[Al+3].[Li+].[H-].[H-].[H-]. Product: [OH:17][CH2:3][C:2]1([CH3:1])[CH2:12][CH:11]1[C:10]1[C:9]([O:13][CH2:14][O:15][CH3:16])=[CH:8][CH:7]=[CH:6][C:5]=1[OH:4]. The catalyst class is: 54. (4) Reactant: [Cl:1][C:2]1[C:11]([C:12](Cl)=[O:13])=[CH:10][C:9]2[C:4](=[CH:5][CH:6]=[CH:7][CH:8]=2)[N:3]=1.[NH2:15][C:16]1[CH:17]=[CH:18][C:19]([C:22]([O:24][CH3:25])=[O:23])=[N:20][CH:21]=1.N1C=CC=CC=1.O. Product: [Cl:1][C:2]1[C:11]([C:12]([NH:15][C:16]2[CH:17]=[CH:18][C:19]([C:22]([O:24][CH3:25])=[O:23])=[N:20][CH:21]=2)=[O:13])=[CH:10][C:9]2[C:4](=[CH:5][CH:6]=[CH:7][CH:8]=2)[N:3]=1. The catalyst class is: 2. (5) Reactant: C(O)(=O)C.[NH2:5][C:6]1[C:10]([C:11]([O:13][CH3:14])=[O:12])=[C:9]([NH2:15])[NH:8][N:7]=1.CN(C)[CH:18]=[CH:19][CH:20]=O. Product: [NH2:15][C:9]1[C:10]([C:11]([O:13][CH3:14])=[O:12])=[C:6]2[N:5]=[CH:18][CH:19]=[CH:20][N:7]2[N:8]=1. The catalyst class is: 14. (6) Reactant: [Cl:1][C:2]1[CH:7]=[C:6]([CH2:8][OH:9])[CH:5]=[C:4]([Cl:10])[C:3]=1[NH:11][C:12](=[O:27])[C:13]1[CH:18]=[CH:17][C:16]([O:19][CH3:20])=[C:15]([O:21][CH:22]2[CH2:26][CH2:25][CH2:24][CH2:23]2)[CH:14]=1. Product: [Cl:1][C:2]1[CH:7]=[C:6]([CH:8]=[O:9])[CH:5]=[C:4]([Cl:10])[C:3]=1[NH:11][C:12](=[O:27])[C:13]1[CH:18]=[CH:17][C:16]([O:19][CH3:20])=[C:15]([O:21][CH:22]2[CH2:23][CH2:24][CH2:25][CH2:26]2)[CH:14]=1. The catalyst class is: 327.